Dataset: Reaction yield outcomes from USPTO patents with 853,638 reactions. Task: Predict the reaction yield, written as a fraction of the theoretical maximum amount of product (1.0 means a 100% yield; for example, 0.34 means a 34% yield). (1) The reactants are [CH:1]([C:3]1[C:4]([NH:15][CH2:16][CH2:17][NH:18][C:19](=[O:21])[CH3:20])=[N:5][C:6]2[C:11]([CH:12]=1)=[CH:10][C:9]([O:13][CH3:14])=[CH:8][CH:7]=2)=[O:2].[BH4-].[Na+]. The catalyst is C1COCC1. The product is [OH:2][CH2:1][C:3]1[C:4]([NH:15][CH2:16][CH2:17][NH:18][C:19](=[O:21])[CH3:20])=[N:5][C:6]2[C:11]([CH:12]=1)=[CH:10][C:9]([O:13][CH3:14])=[CH:8][CH:7]=2. The yield is 0.930. (2) The yield is 0.820. The catalyst is C(OCC)C.O1CCCC1.O1CCOCC1.O. The product is [Cl:21][C:22]1[CH:23]=[C:24]2[C:25](=[CH:26][N:27]=1)[NH:28][C:29](=[O:35])[CH:1]=[CH:36]2. The reactants are [CH:1](NC(C)C)(C)C.C([Li])CCC.C(OC(C)(C)C)(=O)C.[Cl:21][C:22]1[N:27]=[CH:26][C:25]([NH:28][C:29](=[O:35])OC(C)(C)C)=[C:24]([CH:36]=O)[CH:23]=1.Cl.C(=O)(O)[O-].[Na+].